Dataset: Forward reaction prediction with 1.9M reactions from USPTO patents (1976-2016). Task: Predict the product of the given reaction. (1) Given the reactants Br[C:2]1[CH:3]=[C:4]2[C@@:15]3([N:20]=[C:19]([NH2:21])[CH2:18][O:17][CH2:16]3)[C:14]3[CH:13]=[C:12](Cl)[N:11]=[C:10]([F:23])[C:9]=3[O:8][C:5]2=[CH:6][CH:7]=1.[F:24][C:25]1[C:30](B(O)O)=[CH:29][CH:28]=[CH:27][N:26]=1.[O:34]1[CH2:39][CH2:38][CH:37]=[C:36](B2OC(C)(C)C(C)(C)O2)[CH2:35]1, predict the reaction product. The product is: [O:34]1[CH2:39][CH2:38][CH:37]=[C:36]([C:12]2[N:11]=[C:10]([F:23])[C:9]3[O:8][C:5]4[C:4]([C@:15]5([N:20]=[C:19]([NH2:21])[CH2:18][O:17][CH2:16]5)[C:14]=3[CH:13]=2)=[CH:3][C:2]([C:30]2[C:25]([F:24])=[N:26][CH:27]=[CH:28][CH:29]=2)=[CH:7][CH:6]=4)[CH2:35]1. (2) Given the reactants C(OC(=O)[NH:7][CH:8]1[CH2:13][CH2:12][CH:11]([NH:14][C:15]2[C:16]3[N:17]([C:21]([C:24]4[CH:29]=[CH:28][N:27]=[C:26]([NH:30][CH:31]([C:42]5[CH:47]=[CH:46][CH:45]=[CH:44][CH:43]=5)[CH2:32][CH2:33][NH:34]C(OC(C)(C)C)=O)[N:25]=4)=[CH:22][N:23]=3)[CH:18]=[CH:19][N:20]=2)[CH2:10][CH2:9]1)(C)(C)C.Cl, predict the reaction product. The product is: [NH2:34][CH2:33][CH2:32][CH:31]([NH:30][C:26]1[N:25]=[C:24]([C:21]2[N:17]3[CH:18]=[CH:19][N:20]=[C:15]([NH:14][CH:11]4[CH2:12][CH2:13][CH:8]([NH2:7])[CH2:9][CH2:10]4)[C:16]3=[N:23][CH:22]=2)[CH:29]=[CH:28][N:27]=1)[C:42]1[CH:47]=[CH:46][CH:45]=[CH:44][CH:43]=1. (3) Given the reactants Br[C:2]1[CH:7]=[CH:6][C:5]([C:8]2[NH:9][C:10]([C@@H:13]3[CH2:17][CH2:16][CH2:15][N:14]3[C:18]([O:20][C:21]([CH3:24])([CH3:23])[CH3:22])=[O:19])=[N:11][N:12]=2)=[CH:4][CH:3]=1.[CH3:25][C:26]1([CH3:42])[C:30]([CH3:32])([CH3:31])[O:29][B:28]([B:28]2[O:29][C:30]([CH3:32])([CH3:31])[C:26]([CH3:42])([CH3:25])[O:27]2)[O:27]1.C([O-])(=O)C.[K+], predict the reaction product. The product is: [CH3:25][C:26]1([CH3:42])[C:30]([CH3:32])([CH3:31])[O:29][B:28]([C:2]2[CH:7]=[CH:6][C:5]([C:8]3[NH:9][C:10]([C@@H:13]4[CH2:17][CH2:16][CH2:15][N:14]4[C:18]([O:20][C:21]([CH3:24])([CH3:23])[CH3:22])=[O:19])=[N:11][N:12]=3)=[CH:4][CH:3]=2)[O:27]1. (4) The product is: [Cl:25][C:10]1[CH:9]=[C:8]2[C:13]([C:5]([C:3]([OH:4])=[O:2])=[CH:6][NH:7]2)=[CH:12][C:11]=1[C:14]1[C:15]([O:23][CH3:24])=[N:16][C:17]([N:20]([CH3:21])[CH3:22])=[CH:18][CH:19]=1. Given the reactants C[O:2][C:3]([C:5]1[C:13]2[C:8](=[CH:9][C:10]([Cl:25])=[C:11]([C:14]3[C:15]([O:23][CH3:24])=[N:16][C:17]([N:20]([CH3:22])[CH3:21])=[CH:18][CH:19]=3)[CH:12]=2)[NH:7][CH:6]=1)=[O:4].O1CCCC1.[OH-].[Na+].Cl, predict the reaction product. (5) Given the reactants [Br:1][C:2]1[CH:3]=C[C:5]2[NH:6][C:7]3[C:12]([S:13][C:14]=2[CH:15]=1)=[CH:11][C:10]([Br:16])=[CH:9][CH:8]=3.S(Cl)([Cl:20])(=O)=O.[CH:22]([Cl:25])(Cl)Cl, predict the reaction product. The product is: [Br:1][C:2]1[CH:3]=[C:22]([Cl:25])[C:5]2[NH:6][C:7]3[C:12]([S:13][C:14]=2[CH:15]=1)=[CH:11][C:10]([Br:16])=[CH:9][C:8]=3[Cl:20]. (6) The product is: [Br:1][C:2]1[CH:3]=[C:4]2[C:10]([C:11]([C:13]3[C:14]([F:27])=[C:15]([NH:20][S:21]([CH2:24][CH2:25][CH3:26])(=[O:23])=[O:22])[CH:16]=[CH:17][C:18]=3[F:19])=[O:12])=[CH:9][N:8]([C:47](=[O:48])[C:46]3[C:45]([Cl:44])=[CH:53][CH:52]=[CH:51][C:50]=3[Cl:54])[C:5]2=[N:6][CH:7]=1. Given the reactants [Br:1][C:2]1[CH:3]=[C:4]2[C:10]([C:11]([C:13]3[C:14]([F:27])=[C:15]([NH:20][S:21]([CH2:24][CH2:25][CH3:26])(=[O:23])=[O:22])[CH:16]=[CH:17][C:18]=3[F:19])=[O:12])=[CH:9][NH:8][C:5]2=[N:6][CH:7]=1.C1(C)C=CC=CC=1.C(N(C(C)C)CC)(C)C.[Cl:44][C:45]1[CH:53]=[CH:52][CH:51]=[C:50]([Cl:54])[C:46]=1[C:47](Cl)=[O:48], predict the reaction product.